Task: Predict the product of the given reaction.. Dataset: Forward reaction prediction with 1.9M reactions from USPTO patents (1976-2016) (1) Given the reactants FC(F)(F)C(O)=O.[CH3:8][CH:9]([O:11][C:12]1[CH:19]=[CH:18][C:17]([C:20]2[O:24][N:23]=[C:22]([C:25]3[C:26]([CH3:35])=[C:27]4[C:32](=[CH:33][CH:34]=3)[CH2:31][NH:30][CH2:29][CH2:28]4)[N:21]=2)=[CH:16][C:13]=1[C:14]#[N:15])[CH3:10].Br[CH2:37][C:38]([O:40][CH2:41][CH3:42])=[O:39].C(=O)([O-])[O-].[Cs+].[Cs+], predict the reaction product. The product is: [CH2:41]([O:40][C:38](=[O:39])[CH2:37][N:30]1[CH2:29][CH2:28][C:27]2[C:32](=[CH:33][CH:34]=[C:25]([C:22]3[N:21]=[C:20]([C:17]4[CH:18]=[CH:19][C:12]([O:11][CH:9]([CH3:8])[CH3:10])=[C:13]([C:14]#[N:15])[CH:16]=4)[O:24][N:23]=3)[C:26]=2[CH3:35])[CH2:31]1)[CH3:42]. (2) Given the reactants [N:1]1([CH2:6][C:7]([O:9]CC)=[O:8])[CH2:5][CH2:4][CH2:3][CH2:2]1, predict the reaction product. The product is: [N:1]1([CH2:6][C:7]([OH:9])=[O:8])[CH2:5][CH2:4][CH2:3][CH2:2]1. (3) Given the reactants Cl[CH2:2][CH2:3][C:4]([C:6]1[CH:11]=[CH:10][CH:9]=[CH:8][CH:7]=1)=[O:5].[C:12]1([CH:18]2[CH2:23][CH2:22][CH2:21][NH:20][CH2:19]2)[CH:17]=[CH:16][CH:15]=[CH:14][CH:13]=1.S1C=CN=C1C1CCCNC1, predict the reaction product. The product is: [C:6]1([C:4](=[O:5])[CH2:3][CH2:2][N:20]2[CH2:21][CH2:22][CH2:23][CH:18]([C:12]3[CH:17]=[CH:16][CH:15]=[CH:14][CH:13]=3)[CH2:19]2)[CH:11]=[CH:10][CH:9]=[CH:8][CH:7]=1.